This data is from Peptide-MHC class II binding affinity with 134,281 pairs from IEDB. The task is: Regression. Given a peptide amino acid sequence and an MHC pseudo amino acid sequence, predict their binding affinity value. This is MHC class II binding data. (1) The peptide sequence is AKNMKNLVWNDELAY. The MHC is DRB1_1101 with pseudo-sequence DRB1_1101. The binding affinity (normalized) is 0.213. (2) The peptide sequence is TSWFYDNDNPYRTWH. The MHC is DRB3_0301 with pseudo-sequence DRB3_0301. The binding affinity (normalized) is 0.350.